From a dataset of Forward reaction prediction with 1.9M reactions from USPTO patents (1976-2016). Predict the product of the given reaction. Given the reactants [H-].[Na+].[NH2:3][C:4]1[CH:9]=[CH:8][C:7]([CH2:10][CH2:11][NH:12][C:13]2[N:18]3[C:19]([C:23](OCC)=[O:24])=[C:20]([CH3:22])[N:21]=[C:17]3[CH:16]=[CH:15][CH:14]=2)=[CH:6][CH:5]=1.O, predict the reaction product. The product is: [NH2:3][C:4]1[CH:5]=[CH:6][C:7]([CH2:10][CH2:11][N:12]2[C:13]3[N:18]4[C:17](=[N:21][C:20]([CH3:22])=[C:19]4[C:23]2=[O:24])[CH:16]=[CH:15][CH:14]=3)=[CH:8][CH:9]=1.